Dataset: Catalyst prediction with 721,799 reactions and 888 catalyst types from USPTO. Task: Predict which catalyst facilitates the given reaction. (1) Reactant: C(N(CC)C([S:6][C:7]1[CH:8]=[N:9][CH:10]=[CH:11][C:12]=1[NH:13][C:14]([C:16]1[N:21]=[C:20]([S:22][CH3:23])[N:19]=[CH:18][C:17]=1[Br:24])=O)=S)C.[OH-].[Na+]. Product: [Br:24][C:17]1[C:16]([C:14]2[S:6][C:7]3[CH:8]=[N:9][CH:10]=[CH:11][C:12]=3[N:13]=2)=[N:21][C:20]([S:22][CH3:23])=[N:19][CH:18]=1. The catalyst class is: 106. (2) Reactant: C(Cl)CCl.[C:5]([OH:9])(=O)[CH:6]=[CH2:7].[CH3:10][N:11]1[C:19]2[C:14](=[CH:15][CH:16]=[CH:17][CH:18]=2)[C:13]([CH2:20][NH:21][CH3:22])=[CH:12]1.[CH:23]1[CH:24]=[CH:25][C:26]2N(O)N=[N:29][C:27]=2C=1.O.C([N:37](C(C)C)CC)(C)C. Product: [NH2:37][C:27]1[N:29]=[CH:23][C:24](/[CH:7]=[CH:6]/[C:5]([N:21]([CH3:22])[CH2:20][C:13]2[C:14]3[C:19](=[CH:18][CH:17]=[CH:16][CH:15]=3)[N:11]([CH3:10])[CH:12]=2)=[O:9])=[CH:25][CH:26]=1. The catalyst class is: 3. (3) Reactant: [F:1][C:2]1[CH:8]=[CH:7][CH:6]=[CH:5][C:3]=1[NH2:4].C[Si]([N-][Si](C)(C)C)(C)C.[Na+].[N:19]1[CH:20]=[CH:21][N:22]2[C:24](=[O:32])[C:23]3=[N:22][CH:21]=[CH:20][N:19]3[C:24](=[O:32])[C:23]=12. Product: [F:1][C:2]1[CH:8]=[CH:7][CH:6]=[CH:5][C:3]=1[NH:4][C:24]([C:23]1[NH:19][CH:20]=[CH:21][N:22]=1)=[O:32]. The catalyst class is: 1. (4) Reactant: [F:1][C:2]([F:18])([F:17])[C:3]1[CH:4]=[C:5]([C:11]2[CH:16]=[CH:15][CH:14]=[CH:13][CH:12]=2)[CH:6]=[CH:7][C:8]=1[CH2:9][OH:10].C1(P(C2C=CC=CC=2)C2C=CC=CC=2)C=CC=CC=1.CCOC(/N=N/C(OCC)=O)=O.[C:50]([O:54][C:55]([N:57]1[C:65]2[C:60](=[CH:61][C:62](O)=[CH:63][CH:64]=2)[CH2:59][CH2:58]1)=[O:56])([CH3:53])([CH3:52])[CH3:51]. Product: [C:50]([O:54][C:55]([N:57]1[C:65]2[C:60](=[CH:61][C:62]([O:10][CH2:9][C:8]3[CH:7]=[CH:6][C:5]([C:11]4[CH:16]=[CH:15][CH:14]=[CH:13][CH:12]=4)=[CH:4][C:3]=3[C:2]([F:17])([F:18])[F:1])=[CH:63][CH:64]=2)[CH2:59][CH2:58]1)=[O:56])([CH3:53])([CH3:51])[CH3:52]. The catalyst class is: 182. (5) Product: [Br:1][C:6]1[CH:5]=[C:4]([F:3])[C:13]([OH:14])=[C:12]2[C:7]=1[CH:8]=[CH:9][CH:10]=[N:11]2. Reactant: [Br:1]Br.[F:3][C:4]1[C:13]([OH:14])=[C:12]2[C:7]([CH:8]=[CH:9][CH:10]=[N:11]2)=[CH:6][CH:5]=1. The catalyst class is: 15. (6) Reactant: [OH:1][CH2:2][CH2:3][CH2:4][C:5]1[CH:22]=[CH:21][C:8]([O:9][CH2:10][C:11]2[CH:20]=[CH:19][CH:18]=[CH:17][C:12]=2[C:13]([O:15][CH3:16])=[O:14])=[CH:7][CH:6]=1.[CH2:23]([O:30][C:31]1[CH:36]=[CH:35][C:34](O)=[CH:33][CH:32]=1)[C:24]1[CH:29]=[CH:28][CH:27]=[CH:26][CH:25]=1.C(P(=CC#N)(CCCC)CCCC)CCC. Product: [CH2:23]([O:30][C:31]1[CH:36]=[CH:35][C:34]([O:1][CH2:2][CH2:3][CH2:4][C:5]2[CH:6]=[CH:7][C:8]([O:9][CH2:10][C:11]3[CH:20]=[CH:19][CH:18]=[CH:17][C:12]=3[C:13]([O:15][CH3:16])=[O:14])=[CH:21][CH:22]=2)=[CH:33][CH:32]=1)[C:24]1[CH:29]=[CH:28][CH:27]=[CH:26][CH:25]=1. The catalyst class is: 11. (7) Reactant: [Cl:1][C:2]1[CH:7]=[CH:6][C:5]([C@H:8]([CH3:20])[C:9](N2[C@@H](C(C)C)COC2=O)=[O:10])=[CH:4][CH:3]=1.[OH:21]O.[Li+].[OH-]. Product: [Cl:1][C:2]1[CH:3]=[CH:4][C:5]([C@H:8]([CH3:20])[C:9]([OH:10])=[O:21])=[CH:6][CH:7]=1. The catalyst class is: 20. (8) Reactant: [Cl:1][C:2]1[CH:3]=[CH:4][C:5]2[N:6]=[CH:7][N:8]=[C:9](OC3CCOCC3)[C:10]=2[N:11]=1.[O:19]1[CH2:24][CH2:23][CH:22]([NH2:25])[CH2:21][CH2:20]1.CC(C)([O-])C.[Na+]. Product: [Cl:1][C:2]1[CH:3]=[CH:4][C:5]2[N:6]=[CH:7][N:8]=[C:9]([NH:25][CH:22]3[CH2:23][CH2:24][O:19][CH2:20][CH2:21]3)[C:10]=2[N:11]=1. The catalyst class is: 12.